Task: Predict the reactants needed to synthesize the given product.. Dataset: Full USPTO retrosynthesis dataset with 1.9M reactions from patents (1976-2016) (1) Given the product [Cl:1][C:2]1[C:6]([CH2:7][Cl:21])=[C:5]([C:9]2[CH:14]=[CH:13][C:12]([O:15][CH3:16])=[CH:11][CH:10]=2)[S:4][N:3]=1, predict the reactants needed to synthesize it. The reactants are: [Cl:1][C:2]1[C:6]([CH2:7]O)=[C:5]([C:9]2[CH:14]=[CH:13][C:12]([O:15][CH3:16])=[CH:11][CH:10]=2)[S:4][N:3]=1.CS([Cl:21])(=O)=O. (2) Given the product [NH2:34][C:32]([C:29]1[CH:28]=[CH:27][C:26]([N:25]2[C:14](=[O:16])[C:13]3[C:12](=[CH:11][C:10]([C:8]([NH:7][CH2:6][C:5]4[CH:4]=[CH:3][C:2]([Cl:1])=[CH:24][CH:23]=4)=[O:9])=[CH:19][CH:18]=3)[NH:20][C:21]2=[S:22])=[N:31][CH:30]=1)=[O:33], predict the reactants needed to synthesize it. The reactants are: [Cl:1][C:2]1[CH:24]=[CH:23][C:5]([CH2:6][NH:7][C:8]([C:10]2[CH:19]=[CH:18][C:13]([C:14]([O:16]C)=O)=[C:12]([N:20]=[C:21]=[S:22])[CH:11]=2)=[O:9])=[CH:4][CH:3]=1.[NH2:25][C:26]1[N:31]=[CH:30][C:29]([C:32]([NH2:34])=[O:33])=[CH:28][CH:27]=1.